Task: Predict the reaction yield, written as a fraction of the theoretical maximum amount of product (1.0 means a 100% yield; for example, 0.34 means a 34% yield).. Dataset: Reaction yield outcomes from USPTO patents with 853,638 reactions (1) The reactants are [CH3:1][O:2][C:3]1[CH:18]=[CH:17][CH:16]=[CH:15][C:4]=1[C:5]([C:7]1[CH:12]=[CH:11][CH:10]=[CH:9][C:8]=1[O:13]C)=[O:6].B(Cl)(Cl)Cl.CCCCCCC.C(=O)(O)[O-].[Na+]. The catalyst is ClCCl. The product is [OH:13][C:8]1[CH:9]=[CH:10][CH:11]=[CH:12][C:7]=1[C:5]([C:4]1[CH:15]=[CH:16][CH:17]=[CH:18][C:3]=1[O:2][CH3:1])=[O:6]. The yield is 1.00. (2) The reactants are [Br:1][C:2]1[CH:7]=[CH:6][C:5]([CH:8]2[O:13][CH2:12][CH2:11]C[O:9]2)=[CH:4][N:3]=1. The catalyst is C(O)CO. The product is [Br:1][C:2]1[CH:7]=[CH:6][C:5]([CH:8]2[O:9][CH2:11][CH2:12][O:13]2)=[CH:4][N:3]=1. The yield is 0.610. (3) The reactants are [CH3:1][O:2][C:3]1[CH:8]=[CH:7][C:6]([C:9]2[NH:13][C:12]3[CH:14]=[CH:15][CH:16]=[CH:17][C:11]=3[N:10]=2)=[CH:5][CH:4]=1.[H-].[Na+].Br[CH2:21][CH2:22][CH2:23][CH2:24][CH2:25][B:26]([OH:28])[OH:27]. The catalyst is [I-].C([N+](CCCC)(CCCC)CCCC)CCC.O1CCCC1. The product is [CH3:1][O:2][C:3]1[CH:8]=[CH:7][C:6]([C:9]2[N:10]([CH2:21][CH2:22][CH2:23][CH2:24][CH2:25][B:26]([OH:28])[OH:27])[C:11]3[CH:17]=[CH:16][CH:15]=[CH:14][C:12]=3[N:13]=2)=[CH:5][CH:4]=1. The yield is 0.350. (4) The yield is 0.800. The reactants are [Cl:1][C:2]1[CH:10]=[C:9]2[C:5]([CH:6]=[CH:7][NH:8]2)=[CH:4][CH:3]=1.[F:11][C:12]([F:23])([F:22])[C:13](O[C:13](=[O:14])[C:12]([F:23])([F:22])[F:11])=[O:14]. The catalyst is CN(C=O)C. The product is [Cl:1][C:2]1[CH:10]=[C:9]2[C:5]([C:6]([C:13](=[O:14])[C:12]([F:23])([F:22])[F:11])=[CH:7][NH:8]2)=[CH:4][CH:3]=1. (5) The reactants are [N:1]1([C:7]2[N:12]=[CH:11][NH:10][C:9](=[O:13])[CH:8]=2)[CH2:6][CH2:5][NH:4][CH2:3][CH2:2]1.[Cl:14][C:15]1[CH:27]=[CH:26][CH:25]=[C:24]([F:28])[C:16]=1[CH2:17]N1CCNCC1.C(N(C(C)C)CC)(C)C. The catalyst is CC(O)CC. The product is [Cl:14][C:15]1[CH:27]=[CH:26][CH:25]=[C:24]([F:28])[C:16]=1[CH2:17][N:4]1[CH2:5][CH2:6][N:1]([C:7]2[N:12]=[CH:11][NH:10][C:9](=[O:13])[CH:8]=2)[CH2:2][CH2:3]1. The yield is 0.170. (6) The reactants are [C:1](/[C:3](=[C:9](/[NH:12][CH2:13][C:14]1[CH:19]=[CH:18][C:17]([O:20][CH3:21])=[CH:16][CH:15]=1)\SC)/[C:4]([O:6][CH2:7][CH3:8])=[O:5])#[N:2].C(N(CC)C(C)C)(C)C.Cl.[CH:32]([NH2:34])=[NH:33]. The catalyst is C(O)C. The product is [NH2:34]/[CH:32]=[N:33]/[C:9](/[NH:12][CH2:13][C:14]1[CH:19]=[CH:18][C:17]([O:20][CH3:21])=[CH:16][CH:15]=1)=[C:3](\[C:1]#[N:2])/[C:4]([O:6][CH2:7][CH3:8])=[O:5]. The yield is 0.250. (7) The reactants are [I:1][C:2]1[C:15]2[CH2:14][C:13]3[C:8](=[CH:9][CH:10]=[CH:11][CH:12]=3)[NH:7][C:6]=2[C:5]([C:16]([O:18][CH3:19])=[O:17])=[CH:4][CH:3]=1.C(=O)([O-])[O-].[Na+].[Na+]. The catalyst is O.C(O)C. The product is [I:1][C:2]1[C:15]2[C:6](=[N:7][C:8]3[C:13]([CH:14]=2)=[CH:12][CH:11]=[CH:10][CH:9]=3)[C:5]([C:16]([O:18][CH3:19])=[O:17])=[CH:4][CH:3]=1. The yield is 0.870. (8) The catalyst is C(=S)=S. The yield is 0.936. The product is [CH2:20]([C:7]1([CH2:1][CH2:2][CH2:3][CH2:4][CH2:5][CH3:6])[C:19]2[CH:18]=[C:17]3[C:28](=[O:29])[CH:27]([CH3:32])[CH2:31][C:16]3=[CH:15][C:14]=2[C:13]2[C:8]1=[CH:9][CH:10]=[CH:11][CH:12]=2)[CH2:21][CH2:22][CH2:23][CH2:24][CH3:25]. The reactants are [CH2:1]([C:7]1([CH2:20][CH2:21][CH2:22][CH2:23][CH2:24][CH3:25])[C:19]2[CH:18]=[CH:17][CH:16]=[CH:15][C:14]=2[C:13]2[C:8]1=[CH:9][CH:10]=[CH:11][CH:12]=2)[CH2:2][CH2:3][CH2:4][CH2:5][CH3:6].Br[C:27]([CH3:32])([CH3:31])[C:28](Br)=[O:29].[Cl-].[Cl-].[Cl-].[Al+3]. (9) The reactants are [CH2:1]([O:8][CH2:9][Li])[C:2]1[CH:7]=[CH:6][CH:5]=[CH:4][CH:3]=1.[Sn](COCC1C=CC=CC=1)(CCCC)(CCCC)CCCC.[Li]CCCC.[Br:38][C:39]1[CH:44]=[CH:43][C:42]([NH:45][C:46]2[C:47]([CH:56]=[O:57])=[CH:48][C:49]3[NH:53][CH:52]=[N:51][C:50]=3[C:54]=2[F:55])=[C:41]([Cl:58])[CH:40]=1. The catalyst is C1COCC1. The product is [CH2:1]([O:8][CH2:9][CH:56]([C:47]1[C:46]([NH:45][C:42]2[CH:43]=[CH:44][C:39]([Br:38])=[CH:40][C:41]=2[Cl:58])=[C:54]([F:55])[C:50]2[N:51]=[CH:52][NH:53][C:49]=2[CH:48]=1)[OH:57])[C:2]1[CH:7]=[CH:6][CH:5]=[CH:4][CH:3]=1. The yield is 0.680.